From a dataset of Forward reaction prediction with 1.9M reactions from USPTO patents (1976-2016). Predict the product of the given reaction. (1) Given the reactants [CH2:1]([CH:3]1[N:12]2[C:7](=[CH:8][C:9](=[O:18])[C:10]([C:13]([O:15][CH2:16][CH3:17])=[O:14])=[CH:11]2)[C:6]2[CH:19]=[C:20]([O:24][CH3:25])[C:21]([OH:23])=[CH:22][C:5]=2[CH2:4]1)[CH3:2].Br[CH2:27][CH2:28][N:29]1[CH:33]=[CH:32][N:31]=[CH:30]1.C([O-])([O-])=O.[K+].[K+].O, predict the reaction product. The product is: [CH2:1]([CH:3]1[N:12]2[C:7](=[CH:8][C:9](=[O:18])[C:10]([C:13]([O:15][CH2:16][CH3:17])=[O:14])=[CH:11]2)[C:6]2[CH:19]=[C:20]([O:24][CH3:25])[C:21]([O:23][CH2:27][CH2:28][N:29]3[CH:33]=[CH:32][N:31]=[CH:30]3)=[CH:22][C:5]=2[CH2:4]1)[CH3:2]. (2) Given the reactants [NH:1]1[C:9]2[C:4](=[CH:5][C:6]([NH:10][C:11]3[C:12]4[S:19][C:18]([C:20]5[CH:25]=[CH:24][CH:23]=[CH:22][CH:21]=5)=[CH:17][C:13]=4[N:14]=[CH:15][N:16]=3)=[CH:7][CH:8]=2)[CH:3]=[CH:2]1.[Br:26]N1C(=O)CCC1=O, predict the reaction product. The product is: [Br:26][C:3]1[C:4]2[C:9](=[CH:8][CH:7]=[C:6]([NH:10][C:11]3[C:12]4[S:19][C:18]([C:20]5[CH:25]=[CH:24][CH:23]=[CH:22][CH:21]=5)=[CH:17][C:13]=4[N:14]=[CH:15][N:16]=3)[CH:5]=2)[NH:1][CH:2]=1. (3) Given the reactants [C:1]1([CH2:11][NH2:12])[C:10]2[C:5](=[CH:6][CH:7]=[CH:8][CH:9]=2)[CH:4]=[CH:3][CH:2]=1.F[C:14]1[CH:22]=[N:21][CH:20]=[CH:19][C:15]=1[C:16]([OH:18])=[O:17], predict the reaction product. The product is: [C:1]1([CH2:11][NH:12][C:19]2[CH:20]=[N:21][CH:22]=[CH:14][C:15]=2[C:16]([OH:18])=[O:17])[C:10]2[C:5](=[CH:6][CH:7]=[CH:8][CH:9]=2)[CH:4]=[CH:3][CH:2]=1. (4) Given the reactants Cl[C:2]1[N:11]=[C:10](Cl)[C:9]2[C:4](=[CH:5][CH:6]=[CH:7][CH:8]=2)[N:3]=1.[F:13][C:14]([F:23])([F:22])[C:15]1[CH:21]=[CH:20][C:18]([NH2:19])=[CH:17][CH:16]=1.[CH3:24][C:25]1[CH:29]=[C:28]([CH3:30])[NH:27][N:26]=1, predict the reaction product. The product is: [CH3:24][C:25]1[CH:29]=[C:28]([CH3:30])[N:27]([C:2]2[N:11]=[C:10]([NH:19][C:18]3[CH:20]=[CH:21][C:15]([C:14]([F:22])([F:23])[F:13])=[CH:16][CH:17]=3)[C:9]3[C:4](=[CH:5][CH:6]=[CH:7][CH:8]=3)[N:3]=2)[N:26]=1.